This data is from Full USPTO retrosynthesis dataset with 1.9M reactions from patents (1976-2016). The task is: Predict the reactants needed to synthesize the given product. (1) Given the product [CH3:29][C:30]1([CH3:37])[CH2:35][CH2:34][C:33](=[CH:2][O:3][CH3:4])[CH2:32][CH2:31]1, predict the reactants needed to synthesize it. The reactants are: [Cl-].[CH3:2][O:3][CH2:4][P+](C1C=CC=CC=1)(C1C=CC=CC=1)C1C=CC=CC=1.[Li]CCCC.[CH3:29][C:30]1([CH3:37])[CH2:35][CH2:34][C:33](=O)[CH2:32][CH2:31]1. (2) Given the product [F:1][C:2]([F:19])([F:18])[C@@H:3]([O:5][C:6]([N:42]1[CH2:43][CH2:44][CH:39]([C@@H:37]2[O:36][C:33]3=[CH:34][N:35]=[C:30]([C:27]4[CH:28]=[CH:29][C:24]([S:21]([CH3:20])(=[O:22])=[O:23])=[CH:25][CH:26]=4)[CH:31]=[C:32]3[CH2:38]2)[CH2:40][CH2:41]1)=[O:7])[CH3:4], predict the reactants needed to synthesize it. The reactants are: [F:1][C:2]([F:19])([F:18])[C@@H:3]([O:5][C:6](=O)[O:7]C1C=CC([N+]([O-])=O)=CC=1)[CH3:4].[CH3:20][S:21]([C:24]1[CH:29]=[CH:28][C:27]([C:30]2[CH:31]=[C:32]3[CH2:38][C@H:37]([CH:39]4[CH2:44][CH2:43][NH:42][CH2:41][CH2:40]4)[O:36][C:33]3=[CH:34][N:35]=2)=[CH:26][CH:25]=1)(=[O:23])=[O:22].C(N(CC)C(C)C)(C)C.